Dataset: Tyrosyl-DNA phosphodiesterase HTS with 341,365 compounds. Task: Binary Classification. Given a drug SMILES string, predict its activity (active/inactive) in a high-throughput screening assay against a specified biological target. The drug is S(c1n(c2c(n(c(=O)n(c2=O)C)C)n1)Cc1ccc(cc1)C)Cc1cccnc1. The result is 0 (inactive).